The task is: Predict which catalyst facilitates the given reaction.. This data is from Catalyst prediction with 721,799 reactions and 888 catalyst types from USPTO. Reactant: CC1(C)[O:6][CH:5]2[C:7]([CH2:18][O:19]C(C3C=CC=CC=3)(C3C=CC=CC=3)C3C=CC=CC=3)=[CH:8][CH:9]([N:10]3[CH:14]=[C:13]([C:15]([NH2:17])=[O:16])[N:12]=[N:11]3)[CH:4]2[O:3]1.OC1C(O)=C(N2C=NC(C(N)=O)=N2)C=C1CO.C(Cl)Cl. Product: [OH:6][CH:5]1[C:4]([OH:3])=[C:9]([N:10]2[CH:14]=[C:13]([C:15]([NH2:17])=[O:16])[N:12]=[N:11]2)[CH:8]=[C:7]1[CH2:18][OH:19]. The catalyst class is: 24.